This data is from Reaction yield outcomes from USPTO patents with 853,638 reactions. The task is: Predict the reaction yield, written as a fraction of the theoretical maximum amount of product (1.0 means a 100% yield; for example, 0.34 means a 34% yield). (1) The reactants are [F:1][C:2]1[C:3]([C:8]2([CH2:12][NH:13][C:14]3[N:19]=[N:18][C:17](C#N)=[CH:16][CH:15]=3)[CH2:11][CH2:10][CH2:9]2)=[N:4][CH:5]=[CH:6][CH:7]=1.C[Mg+].[Br-].Cl.CCO[C:29]([CH3:31])=[O:30]. The catalyst is C1COCC1.CCOCC. The product is [F:1][C:2]1[C:3]([C:8]2([CH2:12][NH:13][C:14]3[N:19]=[N:18][C:17]([C:29](=[O:30])[CH3:31])=[CH:16][CH:15]=3)[CH2:9][CH2:10][CH2:11]2)=[N:4][CH:5]=[CH:6][CH:7]=1. The yield is 0.180. (2) The reactants are Cl[C:2]1[N:3]=[C:4]([OH:12])[C:5]2[CH:11]=[CH:10][N:9]=[CH:8][C:6]=2[N:7]=1.[CH2:13]([N:20]1[C:28]2[C:23](=[CH:24][C:25]([OH:29])=[CH:26][CH:27]=2)[CH:22]=[N:21]1)[C:14]1[CH:19]=[CH:18][CH:17]=[CH:16][CH:15]=1. No catalyst specified. The product is [CH2:13]([N:20]1[C:28]2[C:23](=[CH:24][C:25]([O:29][C:2]3[N:3]=[C:4]([OH:12])[C:5]4[CH:11]=[CH:10][N:9]=[CH:8][C:6]=4[N:7]=3)=[CH:26][CH:27]=2)[CH:22]=[N:21]1)[C:14]1[CH:15]=[CH:16][CH:17]=[CH:18][CH:19]=1. The yield is 0.160. (3) The catalyst is C(#N)C. The reactants are [CH:1]1[N:9]2[C:4]([C:5]3([CH2:18][CH2:17][NH:16][CH2:15][CH2:14]3)[O:6][C:7]3[CH:13]=[CH:12][CH:11]=[CH:10][C:8]=32)=[CH:3][CH:2]=1.C([O-])(O)=O.[Na+].[CH2:24](Br)[C:25]1[CH:30]=[CH:29][CH:28]=[CH:27][CH:26]=1. The product is [CH2:24]([N:16]1[CH2:17][CH2:18][C:5]2([O:6][C:7]3[CH:13]=[CH:12][CH:11]=[CH:10][C:8]=3[N:9]3[CH:1]=[CH:2][CH:3]=[C:4]23)[CH2:14][CH2:15]1)[C:25]1[CH:30]=[CH:29][CH:28]=[CH:27][CH:26]=1. The yield is 0.550. (4) The reactants are [C:1]([N:20]1[CH:24]=[C:23]([C:25]([OH:27])=O)[N:22]=[CH:21]1)([C:14]1[CH:19]=[CH:18][CH:17]=[CH:16][CH:15]=1)([C:8]1[CH:13]=[CH:12][CH:11]=[CH:10][CH:9]=1)[C:2]1[CH:7]=[CH:6][CH:5]=[CH:4][CH:3]=1.CCN=C=NCCCN(C)C.C(N(CC)CC)C.Cl.[CH3:47][NH:48][O:49][CH3:50]. The catalyst is ClCCl.O. The product is [O:49]([N:48]([CH3:47])[C:25]([C:23]1[N:22]=[CH:21][N:20]([C:1]([C:2]2[CH:7]=[CH:6][CH:5]=[CH:4][CH:3]=2)([C:8]2[CH:9]=[CH:10][CH:11]=[CH:12][CH:13]=2)[C:14]2[CH:15]=[CH:16][CH:17]=[CH:18][CH:19]=2)[CH:24]=1)=[O:27])[CH3:50]. The yield is 1.00.